This data is from Full USPTO retrosynthesis dataset with 1.9M reactions from patents (1976-2016). The task is: Predict the reactants needed to synthesize the given product. (1) Given the product [N:12]([CH2:2][C:3]1[C:11]2[O:10][CH2:9][CH2:8][C:7]=2[CH:6]=[CH:5][CH:4]=1)=[N+:13]=[N-:14], predict the reactants needed to synthesize it. The reactants are: Br[CH2:2][C:3]1[C:11]2[O:10][CH2:9][CH2:8][C:7]=2[CH:6]=[CH:5][CH:4]=1.[N-:12]=[N+:13]=[N-:14].[Na+].O. (2) Given the product [NH2:11][C:9]1[CH:8]=[CH:7][C:3]2[C:4](=[O:6])[C:3]3[C:2]([O:17][C:14]=2[CH:10]=1)=[CH:10][C:9]([N+:11]([O-:13])=[O:12])=[CH:8][CH:7]=3, predict the reactants needed to synthesize it. The reactants are: Cl[C:2]1[CH:10]=[C:9]([N+:11]([O-:13])=[O:12])[CH:8]=[CH:7][C:3]=1[C:4]([OH:6])=O.[C:14](=[O:17])([O-])[O-].[K+].[K+].Cl. (3) Given the product [F:1][B-:2]([F:5])([F:4])[F:3].[F:29][B-:30]([F:33])([F:32])[F:31].[N+:50]([C:47]1[CH:46]=[C:45]([N+:53]([O-:55])=[O:54])[CH:44]=[CH:49][C:48]=1[N+:24]1[CH:25]=[CH:26][C:21]([C:18]2[CH:17]=[CH:16][N+:15]([C:10]3[CH:11]=[CH:12][CH:13]=[CH:14][C:9]=3[O:8][C:7]([F:6])([F:27])[F:28])=[CH:20][CH:19]=2)=[CH:22][CH:23]=1)([O-:52])=[O:51], predict the reactants needed to synthesize it. The reactants are: [F:1][B-:2]([F:5])([F:4])[F:3].[F:6][C:7]([F:28])([F:27])[O:8][C:9]1[CH:14]=[CH:13][CH:12]=[CH:11][C:10]=1[N+:15]1[CH:20]=[CH:19][C:18]([C:21]2[CH:26]=[CH:25][NH+:24]=[CH:23][CH:22]=2)=[CH:17][CH:16]=1.[F:29][B-:30]([F:33])([F:32])[F:31].C1(C)C=CC(S(O[C:44]2[CH:49]=[CH:48][C:47]([N+:50]([O-:52])=[O:51])=[CH:46][C:45]=2[N+:53]([O-:55])=[O:54])(=O)=O)=CC=1. (4) Given the product [Cl:1][C:2]1[CH:3]=[CH:4][C:5]([NH2:17])=[C:6]([N:8]2[C:16]3[C:11](=[N:12][CH:13]=[CH:14][CH:15]=3)[N:10]=[N:9]2)[CH:7]=1, predict the reactants needed to synthesize it. The reactants are: [Cl:1][C:2]1[CH:3]=[CH:4][C:5]([N+:17]([O-])=O)=[C:6]([N:8]2[C:16]3[C:11](=[N:12][CH:13]=[CH:14][CH:15]=3)[N:10]=[N:9]2)[CH:7]=1.NC1C=CC=CC=1. (5) Given the product [C:39]([C:18]1[CH:17]=[C:16]([SH:15]([CH:12]([CH3:13])[CH3:14])[S:15][C:16]2[CH:21]=[C:49]([C:22]([CH3:20])([CH3:23])[CH3:24])[C:48]([OH:51])=[C:18]([C:39]([CH3:42])([CH3:40])[CH3:41])[CH:17]=2)[CH:21]=[C:20]([C:22]([CH3:24])([CH3:25])[CH3:23])[C:19]=1[O:26][CH2:27][C@H:28]([OH:29])[C@@H:32]([OH:31])[CH2:33][O:34][CH3:35])([CH3:42])([CH3:41])[CH3:40], predict the reactants needed to synthesize it. The reactants are: C(C1C=C(S[C:12]([S:15][C:16]2[CH:21]=[C:20]([C:22]([CH3:25])([CH3:24])[CH3:23])[C:19]([O:26][CH2:27][C@H:28]3[C@H:32]([CH2:33][O:34][CH3:35])[O:31]C(OCC)[O:29]3)=[C:18]([C:39]([CH3:42])([CH3:41])[CH3:40])[CH:17]=2)([CH3:14])[CH3:13])C=C(C(C)(C)C)C=1O)(C)(C)C.[C:48]([OH:51])(=O)[CH3:49].